Dataset: Forward reaction prediction with 1.9M reactions from USPTO patents (1976-2016). Task: Predict the product of the given reaction. (1) Given the reactants [CH3:1][CH:2]([CH2:9][CH2:10][CH2:11][CH:12]([CH3:14])[CH3:13])[CH2:3][CH2:4][Si:5]([Cl:8])([Cl:7])Cl.[CH3:15][CH:16]([CH2:21][CH2:22][CH2:23][CH:24]([CH3:26])[CH3:25])[CH2:17][CH2:18][Mg]Br, predict the reaction product. The product is: [CH3:15][CH:16]([CH2:21][CH2:22][CH2:23][CH:24]([CH3:26])[CH3:25])[CH2:17][CH2:18][Si:5]([CH2:4][CH2:3][CH:2]([CH3:1])[CH2:9][CH2:10][CH2:11][CH:12]([CH3:13])[CH3:14])([Cl:7])[Cl:8]. (2) Given the reactants [Cl:1][CH2:2][C:3](=O)[CH2:4]C(OCC)=O.[C:11]([OH:14])(=[O:13])[CH3:12].[Cl:15][C:16]1[CH:21]=[CH:20][C:19]([CH2:22][NH2:23])=[CH:18][N:17]=1.[C:24]1(C)C=CC=C[CH:25]=1, predict the reaction product. The product is: [Cl:1][CH2:2][C:3]([NH:23][CH2:22][C:19]1[CH:18]=[N:17][C:16]([Cl:15])=[CH:21][CH:20]=1)=[CH:4][CH2:12][C:11]([O:14][CH2:24][CH3:25])=[O:13].